From a dataset of Reaction yield outcomes from USPTO patents with 853,638 reactions. Predict the reaction yield, written as a fraction of the theoretical maximum amount of product (1.0 means a 100% yield; for example, 0.34 means a 34% yield). (1) The reactants are [CH3:1][O:2][C:3]([C:5]1([C:8]2[CH:13]=[CH:12][C:11]([OH:14])=[CH:10][CH:9]=2)[CH2:7][CH2:6]1)=[O:4].[C:15]([O:19][C:20](=[O:23])[CH:21]=[CH2:22])([CH3:18])([CH3:17])[CH3:16]. No catalyst specified. The product is [CH3:1][O:2][C:3]([C:5]1([C:8]2[CH:9]=[CH:10][C:11]([O:14][CH2:22][CH2:21][C:20]([O:19][C:15]([CH3:18])([CH3:17])[CH3:16])=[O:23])=[CH:12][CH:13]=2)[CH2:6][CH2:7]1)=[O:4]. The yield is 0.540. (2) The reactants are [CH2:1]([O:8][C:9]([NH:11][C:12](=[N:45][C:46]([O:48][CH2:49][C:50]1[CH:55]=[CH:54][CH:53]=[CH:52][CH:51]=1)=[O:47])[N:13]1[CH2:18][CH2:17][CH2:16][CH:15]([C:19]([NH:21][C:22]2[C:23]([NH:32][C:33](=[O:44])[C:34]3[CH:39]=[CH:38][C:37]([C:40]([CH3:43])([CH3:42])[CH3:41])=[CH:36][CH:35]=3)=[CH:24][C:25]([C:28]([O:30]C)=[O:29])=[CH:26][CH:27]=2)=[O:20])[CH2:14]1)=[O:10])[C:2]1[CH:7]=[CH:6][CH:5]=[CH:4][CH:3]=1.CO.O1CCOCC1.[OH-].[Na+]. The catalyst is O. The product is [CH2:49]([O:48][C:46]([NH:45][C:12](=[N:11][C:9]([O:8][CH2:1][C:2]1[CH:3]=[CH:4][CH:5]=[CH:6][CH:7]=1)=[O:10])[N:13]1[CH2:18][CH2:17][CH2:16][CH:15]([C:19]([NH:21][C:22]2[C:23]([NH:32][C:33](=[O:44])[C:34]3[CH:35]=[CH:36][C:37]([C:40]([CH3:43])([CH3:42])[CH3:41])=[CH:38][CH:39]=3)=[CH:24][C:25]([C:28]([OH:30])=[O:29])=[CH:26][CH:27]=2)=[O:20])[CH2:14]1)=[O:47])[C:50]1[CH:55]=[CH:54][CH:53]=[CH:52][CH:51]=1. The yield is 0.920. (3) The reactants are [NH:1]1[CH:5]=[CH:4][CH:3]=[C:2]1[C:6]([OH:8])=O.Cl.[CH3:10][C:11]1[C:15]([CH2:16][N:17]2[CH:21]=[C:20]([NH2:22])[CH:19]=[N:18]2)=[C:14]([CH3:23])[O:13][N:12]=1. No catalyst specified. The product is [CH3:10][C:11]1[C:15]([CH2:16][N:17]2[CH:21]=[C:20]([NH:22][C:6]([C:2]3[NH:1][CH:5]=[CH:4][CH:3]=3)=[O:8])[CH:19]=[N:18]2)=[C:14]([CH3:23])[O:13][N:12]=1. The yield is 0.180. (4) The product is [Cl:19][C:20]1[CH:21]=[CH:22][C:23]([CH3:36])=[C:24]([N:26]2[CH2:27][CH2:28][N:29]([CH2:32][CH2:33][CH2:34][NH:35][C:12]([C:8]3[CH:7]=[CH:6][C:5]4[N:4]5[CH2:15][CH2:16][CH2:17][CH2:18][CH:3]5[C:2](=[O:1])[NH:11][C:10]=4[CH:9]=3)=[O:14])[CH2:30][CH2:31]2)[CH:25]=1. The catalyst is CN(C1C=CN=CC=1)C.CN(C=O)C. The reactants are [O:1]=[C:2]1[NH:11][C:10]2[CH:9]=[C:8]([C:12]([OH:14])=O)[CH:7]=[CH:6][C:5]=2[N:4]2[CH2:15][CH2:16][CH2:17][CH2:18][CH:3]12.[Cl:19][C:20]1[CH:21]=[CH:22][C:23]([CH3:36])=[C:24]([N:26]2[CH2:31][CH2:30][N:29]([CH2:32][CH2:33][CH2:34][NH2:35])[CH2:28][CH2:27]2)[CH:25]=1.CCN(C(C)C)C(C)C.C(Cl)CCl. The yield is 0.780.